Dataset: Reaction yield outcomes from USPTO patents with 853,638 reactions. Task: Predict the reaction yield, written as a fraction of the theoretical maximum amount of product (1.0 means a 100% yield; for example, 0.34 means a 34% yield). (1) The reactants are [NH2:1][CH2:2][CH2:3][CH2:4][CH2:5][C:6]1[CH:11]=[CH:10][C:9]([S:12]([NH:15][C@@H:16]([CH:20]([CH3:22])[CH3:21])[C:17]([NH2:19])=[O:18])(=[O:14])=[O:13])=[CH:8][CH:7]=1.C(N(C(C)C)CC)(C)C.I.[NH2:33][C:34]1[C:35]([C:42]([NH:44][C:45](=[NH:48])SC)=[O:43])=[N:36][C:37]([Cl:41])=[C:38]([NH2:40])[N:39]=1. The catalyst is C(O)C. The product is [NH2:33][C:34]1[C:35]([C:42]([N:44]=[C:45]([NH2:48])[NH:1][CH2:2][CH2:3][CH2:4][CH2:5][C:6]2[CH:7]=[CH:8][C:9]([S:12]([NH:15][C@@H:16]([CH:20]([CH3:22])[CH3:21])[C:17]([NH2:19])=[O:18])(=[O:14])=[O:13])=[CH:10][CH:11]=2)=[O:43])=[N:36][C:37]([Cl:41])=[C:38]([NH2:40])[N:39]=1. The yield is 0.540. (2) The reactants are [C:1]1([CH3:11])[CH:6]=[CH:5][C:4]([CH2:7][C:8]([OH:10])=O)=[CH:3][CH:2]=1.[NH2:12][C:13]1[S:14][C:15]([CH3:18])=[CH:16][N:17]=1.Cl.CN(C)CCCN=C=NCC.ON1C2C=CC=CC=2N=N1.C(N(CC)C(C)C)(C)C. The yield is 0.900. The product is [CH3:18][C:15]1[S:14][C:13]([NH:12][C:8](=[O:10])[CH2:7][C:4]2[CH:3]=[CH:2][C:1]([CH3:11])=[CH:6][CH:5]=2)=[N:17][CH:16]=1. The catalyst is ClCCl. (3) The reactants are C(Cl)(=O)C(Cl)=O.CS(C)=O.[C:11]([O:15][C:16]([NH:18][C@@H:19]([CH2:24][CH:25]1[CH2:30][CH2:29][CH:28]([OH:31])[CH2:27][CH2:26]1)[C:20]([O:22][CH3:23])=[O:21])=[O:17])([CH3:14])([CH3:13])[CH3:12].C([O-])(O)=O.[Na+]. The catalyst is C(Cl)Cl.CCN(CC)CC. The product is [C:11]([O:15][C:16]([NH:18][C@@H:19]([CH2:24][CH:25]1[CH2:30][CH2:29][C:28](=[O:31])[CH2:27][CH2:26]1)[C:20]([O:22][CH3:23])=[O:21])=[O:17])([CH3:14])([CH3:12])[CH3:13]. The yield is 0.670. (4) The yield is 0.750. The product is [CH3:12][C:8]1[CH:7]=[C:6]([N:13]2[CH2:17][CH2:16][CH2:15][CH2:14]2)[C:5]2[C:10](=[CH:11][C:2]([C:18]#[N:19])=[CH:3][CH:4]=2)[N:9]=1. The catalyst is C(#N)C.C(OCC)(=O)C.C1C=CC([P]([Pd]([P](C2C=CC=CC=2)(C2C=CC=CC=2)C2C=CC=CC=2)([P](C2C=CC=CC=2)(C2C=CC=CC=2)C2C=CC=CC=2)[P](C2C=CC=CC=2)(C2C=CC=CC=2)C2C=CC=CC=2)(C2C=CC=CC=2)C2C=CC=CC=2)=CC=1.[Cu](I)I. The reactants are I[C:2]1[CH:11]=[C:10]2[C:5]([C:6]([N:13]3[CH2:17][CH2:16][CH2:15][CH2:14]3)=[CH:7][C:8]([CH3:12])=[N:9]2)=[CH:4][CH:3]=1.[C-:18]#[N:19].[K+]. (5) The reactants are [F:1][C:2]1[CH:11]=[CH:10][CH:9]=[C:8]2[C:3]=1[C:4](=[O:46])[N:5]1[C:15]([NH:16][C:17]3[CH:18]=[C:19]([N:25]([CH3:32])[C:26](=[O:31])[CH2:27][N:28]([CH3:30])[CH3:29])[CH:20]=[CH:21][C:22]=3OC)=[N:14][C:13]3[N:33](S(C4C=CC(C)=CC=4)(=O)=O)[CH:34]=[CH:35][C:12]=3[C:6]1=[N:7]2.[CH3:47][NH2:48].[OH-].[Na+].[C:51](=[O:54])(O)[O-].[Na+]. The catalyst is O1CCCC1.O1CCOCC1.C(OCC)(=O)C. The product is [CH3:29][N:28]([CH3:30])[CH2:27][C:26]([N:25]([CH3:32])[C:19]1[CH:20]=[CH:21][C:22]([O:54][CH3:51])=[C:17]([NH:16][C:15]2[NH:14][C:13]3=[N:33][CH:34]=[CH:35][C:12]3=[C:6]([NH:7][C:8]3[CH:9]=[CH:10][CH:11]=[C:2]([F:1])[C:3]=3[C:4]([NH:48][CH3:47])=[O:46])[N:5]=2)[CH:18]=1)=[O:31]. The yield is 0.216. (6) The reactants are [Cl:1][C:2]1[CH:23]=[C:22]([C:24]([F:27])([F:26])[F:25])[CH:21]=[CH:20][C:3]=1[CH2:4][N:5]1[C:9]([CH2:10][CH2:11][C:12](O)=[O:13])=[CH:8][C:7]([O:15][CH2:16][CH:17]2[CH2:19][CH2:18]2)=[N:6]1.[CH3:28][O:29][CH2:30][CH2:31][CH2:32][S:33]([NH2:36])(=[O:35])=[O:34].N12CCCN=C1CCCCC2. The catalyst is O1CCCC1. The product is [Cl:1][C:2]1[CH:23]=[C:22]([C:24]([F:27])([F:25])[F:26])[CH:21]=[CH:20][C:3]=1[CH2:4][N:5]1[C:9]([CH2:10][CH2:11][C:12]([NH:36][S:33]([CH2:32][CH2:31][CH2:30][O:29][CH3:28])(=[O:35])=[O:34])=[O:13])=[CH:8][C:7]([O:15][CH2:16][CH:17]2[CH2:19][CH2:18]2)=[N:6]1. The yield is 0.680. (7) The product is [F:8][C:9]1[C:14]([CH2:15][NH:7][C:4]2[CH:3]=[C:2]([CH3:1])[O:6][N:5]=2)=[C:13]([F:17])[CH:12]=[CH:11][C:10]=1[NH:18][S:19]([CH2:22][CH2:23][CH3:24])(=[O:21])=[O:20]. The catalyst is C(#N)C. The yield is 0.480. The reactants are [CH3:1][C:2]1[O:6][N:5]=[C:4]([NH2:7])[CH:3]=1.[F:8][C:9]1[C:14]([CH:15]=O)=[C:13]([F:17])[CH:12]=[CH:11][C:10]=1[NH:18][S:19]([CH2:22][CH2:23][CH3:24])(=[O:21])=[O:20].C([SiH](CC)CC)C.FC(F)(F)C(O)=O. (8) The reactants are [F:1][C:2]1[CH:7]=[CH:6][C:5]([NH:8][C:9]2[O:10][CH2:11][C:12](=[O:19])[C:13]=2[C:14]([O:16][CH2:17][CH3:18])=[O:15])=[C:4]([CH3:20])[CH:3]=1.[NH:21]1[C:29]2[C:24](=[CH:25][CH:26]=[CH:27][N:28]=2)[C:23]([CH:30]=O)=[CH:22]1.N1CCC[C@H]1C(O)=O. The catalyst is C(O)C. The product is [NH:21]1[C:29]2=[N:28][CH:27]=[CH:26][CH:25]=[C:24]2[C:23]([CH:30]=[C:11]2[O:10][C:9]([NH:8][C:5]3[CH:6]=[CH:7][C:2]([F:1])=[CH:3][C:4]=3[CH3:20])=[C:13]([C:14]([O:16][CH2:17][CH3:18])=[O:15])[C:12]2=[O:19])=[CH:22]1. The yield is 0.580.